Dataset: Full USPTO retrosynthesis dataset with 1.9M reactions from patents (1976-2016). Task: Predict the reactants needed to synthesize the given product. (1) Given the product [CH3:17][C:18]1[CH:24]=[CH:23][C:21]([NH2:22])=[CH:20][C:19]=1[C:2]1[N:3]=[C:4]([N:11]2[CH2:16][CH2:15][O:14][CH2:13][CH2:12]2)[C:5]2[S:10][CH2:9][CH2:8][C:6]=2[N:7]=1, predict the reactants needed to synthesize it. The reactants are: Cl[C:2]1[N:3]=[C:4]([N:11]2[CH2:16][CH2:15][O:14][CH2:13][CH2:12]2)[C:5]2[S:10][CH2:9][CH2:8][C:6]=2[N:7]=1.[CH3:17][C:18]1[CH:24]=[CH:23][C:21]([NH2:22])=[CH:20][C:19]=1B1OC(C)(C)C(C)(C)O1.C([O-])([O-])=O.[Na+].[Na+].C(Cl)Cl. (2) Given the product [CH3:23][C:18]1[C:17]([CH2:16][C:15]2[NH:1][C:2]3[CH:3]=[C:4]([CH2:9][C:10]([O:12][CH3:13])=[O:11])[CH:5]=[CH:6][C:7]=3[N:8]=2)=[C:21]([CH3:22])[O:20][N:19]=1, predict the reactants needed to synthesize it. The reactants are: [NH2:1][C:2]1[CH:3]=[C:4]([CH2:9][C:10]([O:12][CH3:13])=[O:11])[CH:5]=[CH:6][C:7]=1[NH2:8].Br[C:15](Br)=[CH:16][C:17]1[C:18]([CH3:23])=[N:19][O:20][C:21]=1[CH3:22].N1(C2CCCCCCCCCC2)CCCN=CCCCCC1. (3) Given the product [CH3:46][C:45]([CH3:55])([CH2:54][S:7][C:8]1[S:12][C:11]([NH:13][C:14]([N:16]([C@H:27]2[CH2:32][CH2:31][C@H:30]([CH3:33])[CH2:29][CH2:28]2)[CH2:17][CH2:18][CH2:19][O:20][C:21]2[CH:22]=[CH:23][CH:24]=[CH:25][CH:26]=2)=[O:15])=[N:10][CH:9]=1)[C:44]([OH:56])=[O:43], predict the reactants needed to synthesize it. The reactants are: CC([S:7][C:8]1[S:12][C:11]([NH:13][C:14]([N:16]([C@H:27]2[CH2:32][CH2:31][C@H:30]([CH3:33])[CH2:29][CH2:28]2)[CH2:17][CH2:18][CH2:19][O:20][C:21]2[CH:26]=[CH:25][CH:24]=[CH:23][CH:22]=2)=[O:15])=[N:10][CH:9]=1)(C)C(O)=O.C1(O)C=CC=CC=1.C([O:43][C:44](=[O:56])[C:45]([CH3:55])([CH3:54])[CH2:46]SC1SC(N)=NC=1)C.